Regression. Given two drug SMILES strings and cell line genomic features, predict the synergy score measuring deviation from expected non-interaction effect. From a dataset of NCI-60 drug combinations with 297,098 pairs across 59 cell lines. (1) Drug 1: CC1=C2C(C(=O)C3(C(CC4C(C3C(C(C2(C)C)(CC1OC(=O)C(C(C5=CC=CC=C5)NC(=O)C6=CC=CC=C6)O)O)OC(=O)C7=CC=CC=C7)(CO4)OC(=O)C)O)C)OC(=O)C. Drug 2: C1CNP(=O)(OC1)N(CCCl)CCCl. Cell line: CCRF-CEM. Synergy scores: CSS=58.8, Synergy_ZIP=1.65, Synergy_Bliss=1.71, Synergy_Loewe=-44.0, Synergy_HSA=-1.44. (2) Drug 1: CC1C(C(CC(O1)OC2CC(CC3=C2C(=C4C(=C3O)C(=O)C5=C(C4=O)C(=CC=C5)OC)O)(C(=O)C)O)N)O.Cl. Drug 2: B(C(CC(C)C)NC(=O)C(CC1=CC=CC=C1)NC(=O)C2=NC=CN=C2)(O)O. Cell line: K-562. Synergy scores: CSS=12.8, Synergy_ZIP=1.57, Synergy_Bliss=2.07, Synergy_Loewe=1.82, Synergy_HSA=1.17. (3) Drug 1: CC(CN1CC(=O)NC(=O)C1)N2CC(=O)NC(=O)C2. Drug 2: C(CC(=O)O)C(=O)CN.Cl. Cell line: OVCAR-4. Synergy scores: CSS=21.6, Synergy_ZIP=-2.39, Synergy_Bliss=5.40, Synergy_Loewe=5.24, Synergy_HSA=6.85. (4) Drug 1: C1=NC2=C(N=C(N=C2N1C3C(C(C(O3)CO)O)O)F)N. Drug 2: CCC1(CC2CC(C3=C(CCN(C2)C1)C4=CC=CC=C4N3)(C5=C(C=C6C(=C5)C78CCN9C7C(C=CC9)(C(C(C8N6C)(C(=O)OC)O)OC(=O)C)CC)OC)C(=O)OC)O.OS(=O)(=O)O. Cell line: OVCAR-8. Synergy scores: CSS=37.6, Synergy_ZIP=1.08, Synergy_Bliss=3.12, Synergy_Loewe=0.246, Synergy_HSA=0.955. (5) Drug 1: C1=C(C(=O)NC(=O)N1)N(CCCl)CCCl. Drug 2: C1=C(C(=O)NC(=O)N1)F. Cell line: SF-539. Synergy scores: CSS=59.1, Synergy_ZIP=-11.0, Synergy_Bliss=-12.8, Synergy_Loewe=-13.9, Synergy_HSA=-7.19.